Dataset: Forward reaction prediction with 1.9M reactions from USPTO patents (1976-2016). Task: Predict the product of the given reaction. (1) Given the reactants [Cl-].[CH2:2]([N+:12]([CH2:15][CH2:16][CH2:17][CH2:18][CH2:19][CH2:20][CH2:21][CH2:22][CH2:23][CH3:24])([CH3:14])[CH3:13])[CH2:3][CH2:4][CH2:5][CH2:6][CH2:7][CH2:8][CH2:9][CH2:10][CH3:11].O.[C:26]([O-:35])(=[O:34])[C:27]1[C:28](=[CH:30][CH:31]=[CH:32][CH:33]=1)[OH:29].[Na+], predict the reaction product. The product is: [C:26]([O-:35])(=[O:34])[C:27]1[C:28](=[CH:30][CH:31]=[CH:32][CH:33]=1)[OH:29].[CH2:15]([N+:12]([CH2:2][CH2:3][CH2:4][CH2:5][CH2:6][CH2:7][CH2:8][CH2:9][CH2:10][CH3:11])([CH3:14])[CH3:13])[CH2:16][CH2:17][CH2:18][CH2:19][CH2:20][CH2:21][CH2:22][CH2:23][CH3:24]. (2) Given the reactants I[C:2]1[C:7]([NH2:8])=[C:6]([O:9][C:10]2[CH:15]=[CH:14][CH:13]=[CH:12][CH:11]=2)[N:5]=[CH:4][N:3]=1.[CH2:16]([OH:21])[CH:17]=[CH:18][C:19]#[CH:20], predict the reaction product. The product is: [NH2:8][C:7]1[C:2]([C:20]#[C:19]/[CH:18]=[CH:17]/[CH2:16][OH:21])=[N:3][CH:4]=[N:5][C:6]=1[O:9][C:10]1[CH:15]=[CH:14][CH:13]=[CH:12][CH:11]=1.